Dataset: Full USPTO retrosynthesis dataset with 1.9M reactions from patents (1976-2016). Task: Predict the reactants needed to synthesize the given product. (1) Given the product [NH2:19][C:18]1[N:10]([C:5]2[CH:6]=[CH:7][CH:8]=[CH:9][C:4]=2[O:3][CH3:2])[N:11]=[CH:14][C:15]=1[C:16]#[N:17], predict the reactants needed to synthesize it. The reactants are: Cl.[CH3:2][O:3][C:4]1[CH:9]=[CH:8][CH:7]=[CH:6][C:5]=1[NH:10][NH2:11].CO[CH:14]=[C:15]([C:18]#[N:19])[C:16]#[N:17].C[O-].[Na+]. (2) Given the product [Br:16][C:6]1[C:7]2[CH:13]=[CH:12][C:11]([CH3:14])=[CH:10][C:8]=2[S:9][C:5]=1[CH2:4][CH2:3][N:2]([CH3:1])[CH3:15], predict the reactants needed to synthesize it. The reactants are: [CH3:1][N:2]([CH3:15])[CH2:3][CH2:4][C:5]1[S:9][C:8]2[CH:10]=[C:11]([CH3:14])[CH:12]=[CH:13][C:7]=2[CH:6]=1.[Br:16]Br.CC(OC)(C)C. (3) Given the product [Cl:31][C:32]1[CH:37]=[C:36]([N:11]2[C:12]3[C:17](=[CH:16][C:15]([C:19]([N:21]4[CH2:22][CH2:23][N:24]([CH:27]([CH3:28])[CH3:29])[CH2:25][CH2:26]4)=[O:20])=[CH:14][CH:13]=3)[CH:18]=[C:10]2[C:8]([N:5]2[CH2:6][CH2:7][S:2](=[O:1])(=[O:30])[CH2:3][CH2:4]2)=[O:9])[CH:35]=[CH:34][N:33]=1, predict the reactants needed to synthesize it. The reactants are: [O:1]=[S:2]1(=[O:30])[CH2:7][CH2:6][N:5]([C:8]([C:10]2[NH:11][C:12]3[C:17]([CH:18]=2)=[CH:16][C:15]([C:19]([N:21]2[CH2:26][CH2:25][N:24]([CH:27]([CH3:29])[CH3:28])[CH2:23][CH2:22]2)=[O:20])=[CH:14][CH:13]=3)=[O:9])[CH2:4][CH2:3]1.[Cl:31][C:32]1[CH:37]=[C:36](B(O)O)[CH:35]=[CH:34][N:33]=1.N1C=CC=CC=1. (4) Given the product [CH3:16][N:17]1[CH:21]=[C:20](/[CH:22]=[CH:9]/[C:10]([O:12][CH3:13])=[O:11])[N:19]=[CH:18]1, predict the reactants needed to synthesize it. The reactants are: C(OP([CH2:9][C:10]([O:12][CH3:13])=[O:11])(OCC)=O)C.[H-].[Na+].[CH3:16][N:17]1[CH:21]=[C:20]([CH:22]=O)[N:19]=[CH:18]1. (5) Given the product [CH3:1][N:2]([CH3:19])[CH2:3][CH2:4][N:5]1[CH2:11][CH2:10][CH2:9][C:8]2[NH:12][C:13]([CH:16]=[C:24]3[C:23]4[C:27](=[CH:28][C:29]([NH:30][C:31](=[O:34])[CH2:32][OH:33])=[C:21]([F:20])[CH:22]=4)[NH:26][C:25]3=[O:35])=[C:14]([CH3:15])[C:7]=2[C:6]1=[O:18], predict the reactants needed to synthesize it. The reactants are: [CH3:1][N:2]([CH3:19])[CH2:3][CH2:4][N:5]1[CH2:11][CH2:10][CH2:9][C:8]2[NH:12][C:13]([CH:16]=O)=[C:14]([CH3:15])[C:7]=2[C:6]1=[O:18].[F:20][C:21]1[CH:22]=[C:23]2[C:27](=[CH:28][C:29]=1[NH:30][C:31](=[O:34])[CH2:32][OH:33])[NH:26][C:25](=[O:35])[CH2:24]2. (6) Given the product [OH:14][C:7]1[C:6]([OH:18])=[CH:5][C:4]([CH:1]([CH3:3])[CH3:2])=[CH:13][C:8]=1[C:9]([OH:11])=[O:10], predict the reactants needed to synthesize it. The reactants are: [CH:1]([C:4]1[CH:5]=[C:6]([O:18]C)[C:7]([O:14]COC)=[C:8]([CH:13]=1)[C:9]([O:11]C)=[O:10])([CH3:3])[CH3:2].B(Br)(Br)Br.O. (7) Given the product [NH2:1][C:2]1[N:7]([CH2:8][C:9]([CH3:11])=[CH2:10])[C:6](=[O:12])[N:5]([CH3:20])[C:4](=[O:13])[CH:3]=1, predict the reactants needed to synthesize it. The reactants are: [NH2:1][C:2]1[N:7]([CH2:8][C:9]([CH3:11])=[CH2:10])[C:6](=[O:12])[NH:5][C:4](=[O:13])[CH:3]=1.[OH-].[Na+].S(OC)(O[CH3:20])(=O)=O. (8) Given the product [S:6]1[CH2:2][CH2:3][N:4]=[C:5]1[NH:7][CH:8]([C:15]1[CH:20]=[CH:19][CH:18]=[CH:17][CH:16]=1)[CH2:9][C:10]1[O:11][CH:12]=[CH:13][CH:14]=1, predict the reactants needed to synthesize it. The reactants are: O[CH2:2][CH2:3][NH:4][C:5]([NH:7][CH:8]([C:15]1[CH:20]=[CH:19][CH:18]=[CH:17][CH:16]=1)[CH2:9][C:10]1[O:11][CH:12]=[CH:13][CH:14]=1)=[S:6].OCCNC(NC(C1C=CC=CC=1)CC1SC=CC=1)=S.C(N(C(C)C)CC)(C)C.[I-].C(C[P+](C)(C)C)#N.